From a dataset of Full USPTO retrosynthesis dataset with 1.9M reactions from patents (1976-2016). Predict the reactants needed to synthesize the given product. (1) Given the product [C@H:12]12[CH2:14][C@H:9]([NH:8][CH2:13]1)[CH2:10][N:11]2[C:15]1[N:16]=[C:17]([S:36][CH3:37])[N:18]=[C:19]([C:21]2[CH:26]=[CH:25][N:24]=[C:23]([NH:27][C@H:28]([C:30]3[CH:35]=[CH:34][CH:33]=[CH:32][CH:31]=3)[CH3:29])[CH:22]=2)[CH:20]=1, predict the reactants needed to synthesize it. The reactants are: C(OC([N:8]1[CH2:13][CH:12]2[CH2:14][CH:9]1[CH2:10][N:11]2[C:15]1[CH:20]=[C:19]([C:21]2[CH:26]=[CH:25][N:24]=[C:23]([NH:27][CH:28]([C:30]3[CH:35]=[CH:34][CH:33]=[CH:32][CH:31]=3)[CH3:29])[CH:22]=2)[N:18]=[C:17]([S:36][CH3:37])[N:16]=1)=O)(C)(C)C.CO.Cl. (2) Given the product [CH3:22][S:19]([O:9][CH2:8][CH2:7][N:4]1[CH2:5][CH2:6][O:1][CH2:2][CH2:3]1)(=[O:21])=[O:20], predict the reactants needed to synthesize it. The reactants are: [O:1]1[CH2:6][CH2:5][N:4]([CH2:7][CH2:8][OH:9])[CH2:3][CH2:2]1.CCN(C(C)C)C(C)C.[S:19](Cl)([CH3:22])(=[O:21])=[O:20].